From a dataset of Reaction yield outcomes from USPTO patents with 853,638 reactions. Predict the reaction yield, written as a fraction of the theoretical maximum amount of product (1.0 means a 100% yield; for example, 0.34 means a 34% yield). The yield is 0.490. The product is [Cl:17][C:18]1[CH:23]=[CH:22][C:21]([NH:24][C:25]([NH:16][C:10]2[CH:11]=[CH:12][C:13]([O:14][CH3:15])=[C:8]([C:3]3[N:4]([CH3:7])[N:5]=[CH:6][C:2]=3[F:1])[CH:9]=2)=[O:26])=[CH:20][CH:19]=1. The reactants are [F:1][C:2]1[CH:6]=[N:5][N:4]([CH3:7])[C:3]=1[C:8]1[CH:9]=[C:10]([NH2:16])[CH:11]=[CH:12][C:13]=1[O:14][CH3:15].[Cl:17][C:18]1[CH:23]=[CH:22][C:21]([N:24]=[C:25]=[O:26])=[CH:20][CH:19]=1. The catalyst is C(Cl)Cl.